Dataset: NCI-60 drug combinations with 297,098 pairs across 59 cell lines. Task: Regression. Given two drug SMILES strings and cell line genomic features, predict the synergy score measuring deviation from expected non-interaction effect. Drug 1: C1=CC(=CC=C1C#N)C(C2=CC=C(C=C2)C#N)N3C=NC=N3. Drug 2: CC1=C(C=C(C=C1)C(=O)NC2=CC(=CC(=C2)C(F)(F)F)N3C=C(N=C3)C)NC4=NC=CC(=N4)C5=CN=CC=C5. Cell line: DU-145. Synergy scores: CSS=-1.69, Synergy_ZIP=-1.64, Synergy_Bliss=-2.91, Synergy_Loewe=-5.41, Synergy_HSA=-5.39.